Dataset: Full USPTO retrosynthesis dataset with 1.9M reactions from patents (1976-2016). Task: Predict the reactants needed to synthesize the given product. (1) Given the product [F:17][C:8]1([F:18])[CH2:7][O:6][C:5]2[CH:19]=[CH:20][C:2]([C:30]#[C:29][C@@:27]([OH:31])([C:23]3[N:22]=[N:21][CH:26]=[CH:25][CH:24]=3)[CH3:28])=[CH:3][C:4]=2[N:10]2[N:11]=[C:12]([C:14]([NH2:16])=[O:15])[CH:13]=[C:9]12, predict the reactants needed to synthesize it. The reactants are: I[C:2]1[CH:20]=[CH:19][C:5]2[O:6][CH2:7][C:8]([F:18])([F:17])[C:9]3[N:10]([N:11]=[C:12]([C:14]([NH2:16])=[O:15])[CH:13]=3)[C:4]=2[CH:3]=1.[N:21]1[CH:26]=[CH:25][CH:24]=[C:23]([C@:27]([OH:31])([C:29]#[CH:30])[CH3:28])[N:22]=1. (2) The reactants are: B(C1CCCCC1)C1CCCCC1.[CH3:14][C:15]([CH3:19])([CH3:18])[C:16]#[CH:17].[Zn](CC)CC.[Br:25][C:26]1[CH:33]=[CH:32][CH:31]=[CH:30][C:27]=1[CH:28]=[O:29]. Given the product [Br:25][C:26]1[CH:33]=[CH:32][CH:31]=[CH:30][C:27]=1[C@@H:28]([OH:29])[CH:17]=[CH:16][C:15]([CH3:19])([CH3:18])[CH3:14], predict the reactants needed to synthesize it. (3) Given the product [Cl:18][C:19]1[C:20]([C:26]2[N:27]([CH:32]([CH3:34])[CH3:33])[C:28]([CH3:31])=[N:29][CH:30]=2)=[N:21][C:22]([NH:25][C:10]2[CH:11]=[CH:12][C:7]([C:6]([NH:5][CH2:4][C:3]([N:2]([CH3:17])[CH3:1])([CH3:16])[CH3:15])=[O:14])=[CH:8][CH:9]=2)=[N:23][CH:24]=1, predict the reactants needed to synthesize it. The reactants are: [CH3:1][N:2]([CH3:17])[C:3]([CH3:16])([CH3:15])[CH2:4][NH:5][C:6](=[O:14])[C:7]1[CH:12]=[CH:11][C:10](I)=[CH:9][CH:8]=1.[Cl:18][C:19]1[C:20]([C:26]2[N:27]([CH:32]([CH3:34])[CH3:33])[C:28]([CH3:31])=[N:29][CH:30]=2)=[N:21][C:22]([NH2:25])=[N:23][CH:24]=1.